From a dataset of Experimentally validated miRNA-target interactions with 360,000+ pairs, plus equal number of negative samples. Binary Classification. Given a miRNA mature sequence and a target amino acid sequence, predict their likelihood of interaction. (1) The miRNA is rno-miR-139-5p with sequence UCUACAGUGCACGUGUCUCCAG. The protein sequence of the target gene is MSPGYLPAPKAVLGSVPEKHLAEEDEVDSILLSASKILNSSEGVKESGGNEPEYGCASEPENQIQPQSALKVLQHQLESFQALRMQTLQNVSMVQSEISEILNKSIVEVETPQFNSEKSLVFSMHPEKDLPNETQEEIPSTKTLHSMGETFSSNSDTGLPQGTDIPPQIQVKDMLALQGLRTTADNSPPKKAMNTSEQPSATKSFSLYQFLPQGPQTAVPQAAPVILDKSTITTPFPKHGFCANLDDICHSIKHMKEELQKSHDKELALTSELHTFQADASTQGHHKHEPFPMHSSKLNF.... Result: 0 (no interaction). (2) Result: 0 (no interaction). The protein sequence of the target gene is MDCRTKANPDRTFDLVLKVKCHASENEDPVVLWKFPEDFGDQEILQSVPKFCFPFDVERVSQNQVGQHFTFVLTDIESKQRFGFCRLTSGGTICLCILSYLPWFEVYYKLLNTLADYLAKELENDLNETLRSLYNHPVPKANTPVNLSVNQEIFIACEQVLKDQPALVPHSYFIAPDVTGLPTIPESRNLTEYFVAVDVNNMLQLYASMLHERRIVIISSKLSTLTACIHGSAALLYPMYWQHIYIPVLPPHLLDYCCAPMPYLIGIHSSLIERVKNKSLEDVVMLNVDTNTLESPFSDL.... The miRNA is hsa-miR-935 with sequence CCAGUUACCGCUUCCGCUACCGC.